Dataset: Reaction yield outcomes from USPTO patents with 853,638 reactions. Task: Predict the reaction yield, written as a fraction of the theoretical maximum amount of product (1.0 means a 100% yield; for example, 0.34 means a 34% yield). (1) The reactants are [CH3:1][O:2][C:3]1[CH:15]=[C:14]([N+:16]([O-])=O)[CH:13]=[CH:12][C:4]=1[O:5][CH2:6][CH2:7][N:8]1[CH2:11][CH2:10][CH2:9]1. The catalyst is C1COCC1.C(O)C.[Pd]. The product is [N:8]1([CH2:7][CH2:6][O:5][C:4]2[CH:12]=[CH:13][C:14]([NH2:16])=[CH:15][C:3]=2[O:2][CH3:1])[CH2:11][CH2:10][CH2:9]1. The yield is 1.00. (2) The reactants are Br[C:2]1[CH:7]=[C:6]([O:8][CH:9]([CH3:11])[CH3:10])[CH:5]=[C:4]([O:12][CH:13]([CH3:15])[CH3:14])[CH:3]=1.[Li]CCCC.[I:21]I. The catalyst is C1COCC1.CCOC(C)=O. The product is [I:21][C:2]1[CH:7]=[C:6]([O:8][CH:9]([CH3:11])[CH3:10])[CH:5]=[C:4]([O:12][CH:13]([CH3:15])[CH3:14])[CH:3]=1. The yield is 0.790. (3) The reactants are [CH:1]([C:3]1[S:7][C:6](/[CH:8]=[CH:9]/[C:10]([OH:12])=O)=[CH:5][C:4]=1[CH3:13])=[O:2].[F:14][C:15]([F:29])([F:28])[CH:16]([C:18]1[CH:23]=[CH:22][CH:21]=[C:20]([C:24]([F:27])([F:26])[F:25])[CH:19]=1)[NH2:17].CN(C(ON1N=NC2C=CC=NC1=2)=[N+](C)C)C.F[P-](F)(F)(F)(F)F.O. The catalyst is C1COCC1. The product is [CH:1]([C:3]1[S:7][C:6](/[CH:8]=[CH:9]/[C:10]([NH:17][CH:16]([C:18]2[CH:23]=[CH:22][CH:21]=[C:20]([C:24]([F:25])([F:26])[F:27])[CH:19]=2)[C:15]([F:29])([F:28])[F:14])=[O:12])=[CH:5][C:4]=1[CH3:13])=[O:2]. The yield is 0.520. (4) The reactants are C([O:5]O)(C)(C)C.C([Li])CCC.[C:12]([O:16][C:17]([N:19]1[CH2:24][CH2:23][N:22]([C:25](=[O:28])[CH:26]=[CH2:27])[CH2:21][CH2:20]1)=[O:18])([CH3:15])([CH3:14])[CH3:13].S([O-])([O-])=O.[Na+].[Na+]. The catalyst is C1COCC1.C(OCC)C. The product is [C:12]([O:16][C:17]([N:19]1[CH2:20][CH2:21][N:22]([C:25]([CH:26]2[CH2:27][O:5]2)=[O:28])[CH2:23][CH2:24]1)=[O:18])([CH3:15])([CH3:14])[CH3:13]. The yield is 0.190. (5) The reactants are [NH2:1][C:2]1[N:7]=[CH:6][CH:5]=[C:4]([NH:8][CH2:9][CH3:10])[N:3]=1.[I:11][Cl:12]. The catalyst is CO. The product is [ClH:12].[NH2:1][C:2]1[N:7]=[C:6]([I:11])[CH:5]=[C:4]([NH:8][CH2:9][CH3:10])[N:3]=1. The yield is 0.930. (6) The reactants are [NH2:1][C:2]1[CH:35]=[CH:34][C:5]([C:6]([NH:8][CH:9]2[CH2:14][CH:13]([NH:15][C:16]3[N:21]=[C:20]([C:22]4[C:30]5[C:25](=[CH:26][CH:27]=[CH:28][CH:29]=5)[NH:24][CH:23]=4)[C:19]([Cl:31])=[CH:18][N:17]=3)[CH2:12][C:11]([F:33])([F:32])[CH2:10]2)=[O:7])=[CH:4][CH:3]=1. The catalyst is CO.C(Cl)Cl. The product is [NH2:1][C:2]1[CH:35]=[CH:34][C:5]([C:6]([NH:8][C@@H:9]2[CH2:14][C@H:13]([NH:15][C:16]3[N:21]=[C:20]([C:22]4[C:30]5[C:25](=[CH:26][CH:27]=[CH:28][CH:29]=5)[NH:24][CH:23]=4)[C:19]([Cl:31])=[CH:18][N:17]=3)[CH2:12][C:11]([F:33])([F:32])[CH2:10]2)=[O:7])=[CH:4][CH:3]=1. The yield is 0.310.